From a dataset of Peptide-MHC class I binding affinity with 185,985 pairs from IEDB/IMGT. Regression. Given a peptide amino acid sequence and an MHC pseudo amino acid sequence, predict their binding affinity value. This is MHC class I binding data. The peptide sequence is HDRVVLQSKEL. The MHC is Mamu-B01 with pseudo-sequence Mamu-B01. The binding affinity (normalized) is 0.